From a dataset of Forward reaction prediction with 1.9M reactions from USPTO patents (1976-2016). Predict the product of the given reaction. (1) Given the reactants [F:1][C:2]([F:26])([F:25])[C:3]([C:6]1[CH:11]=[CH:10][C:9]([N:12]2[CH2:17][CH2:16][N:15]([C:18]([O:20][C:21]([CH3:24])([CH3:23])[CH3:22])=[O:19])[CH2:14][CH2:13]2)=[CH:8][CH:7]=1)([OH:5])[CH3:4].[Br:27]Br, predict the reaction product. The product is: [Br:27][C:8]1[CH:7]=[C:6]([C:3]([OH:5])([CH3:4])[C:2]([F:1])([F:25])[F:26])[CH:11]=[CH:10][C:9]=1[N:12]1[CH2:13][CH2:14][N:15]([C:18]([O:20][C:21]([CH3:22])([CH3:24])[CH3:23])=[O:19])[CH2:16][CH2:17]1. (2) Given the reactants C(Cl)Cl.[C:4]([C:7]1[C:8]([CH3:28])=[CH:9][C:10]([C:13]2[CH:27]=[CH:26][C:16]([O:17][CH2:18][C:19]([CH3:25])([CH3:24])[C:20]([O:22][CH3:23])=[O:21])=[CH:15][CH:14]=2)=[N:11][CH:12]=1)(=[NH:6])[NH2:5].C(=O)([O-])[O-].[K+].[K+].Br[CH2:36][C:37]([C:39]1([C:42]([F:45])([F:44])[F:43])[CH2:41][CH2:40]1)=O, predict the reaction product. The product is: [CH3:24][C:19]([CH3:25])([CH2:18][O:17][C:16]1[CH:26]=[CH:27][C:13]([C:10]2[CH:9]=[C:8]([CH3:28])[C:7]([C:4]3[NH:5][C:37]([C:39]4([C:42]([F:45])([F:44])[F:43])[CH2:41][CH2:40]4)=[CH:36][N:6]=3)=[CH:12][N:11]=2)=[CH:14][CH:15]=1)[C:20]([O:22][CH3:23])=[O:21]. (3) The product is: [CH3:9][O:10][C:11]1[CH:16]=[CH:15][C:14]([C:2]2[S:6][C:5]([CH:7]=[O:8])=[CH:4][CH:3]=2)=[CH:13][CH:12]=1. Given the reactants Br[C:2]1[S:6][C:5]([CH:7]=[O:8])=[CH:4][CH:3]=1.[CH3:9][O:10][C:11]1[CH:16]=[CH:15][C:14](B(O)O)=[CH:13][CH:12]=1.C([O-])([O-])=O.[Na+].[Na+], predict the reaction product. (4) Given the reactants [OH:1][CH2:2][C:3]([CH2:14][OH:15])([C:9]([O:11][CH2:12][CH3:13])=[O:10])[C:4]([O:6][CH2:7][CH3:8])=[O:5].C(N(CC)CC)C.[CH3:23][S:24](Cl)(=[O:26])=[O:25], predict the reaction product. The product is: [CH2:12]([O:11][C:9](=[O:10])[C:3]([CH2:2][O:1][S:24]([CH3:23])(=[O:26])=[O:25])([CH2:14][O:15][S:24]([CH3:23])(=[O:26])=[O:25])[C:4]([O:6][CH2:7][CH3:8])=[O:5])[CH3:13]. (5) Given the reactants [H-].[Na+].C(OP([CH2:11][C:12]1[CH:17]=[CH:16][C:15]([N+:18]([O-:20])=[O:19])=[CH:14][CH:13]=1)(=O)OCC)C.[F:21][C:22]1[CH:29]=[CH:28][C:25]([CH:26]=O)=[CH:24][CH:23]=1.O, predict the reaction product. The product is: [F:21][C:22]1[CH:29]=[CH:28][C:25]([CH:26]=[CH:11][C:12]2[CH:13]=[CH:14][C:15]([N+:18]([O-:20])=[O:19])=[CH:16][CH:17]=2)=[CH:24][CH:23]=1. (6) Given the reactants CC1(C)C(C)(C)OB([C:9]2[CH:29]=[CH:28][C:12]([C:13]([N:15]3[CH2:20][CH2:19][N:18]([C:21]([O:23]C(C)(C)C)=O)[CH2:17][CH2:16]3)=[O:14])=[CH:11][CH:10]=2)O1.Br[C:32]1[CH:33]=[C:34]2[C:38](=[CH:39][CH:40]=1)[NH:37][CH:36]=[C:35]2[C:41]#[N:42].P([O-])([O-])([O-])=O.[K+].[K+].[K+].[OH:51][C:52]1(C(O)=O)[CH2:54][CH2:53]1.F[P-](F)(F)(F)(F)F.N1(O[P+](N(C)C)(N(C)C)N(C)C)C2C=CC=CC=2N=N1, predict the reaction product. The product is: [OH:51][C:52]1([C:21]([N:18]2[CH2:17][CH2:16][N:15]([C:13]([C:12]3[CH:11]=[CH:10][C:9]([C:32]4[CH:33]=[C:34]5[C:38](=[CH:39][CH:40]=4)[NH:37][CH:36]=[C:35]5[C:41]#[N:42])=[CH:29][CH:28]=3)=[O:14])[CH2:20][CH2:19]2)=[O:23])[CH2:54][CH2:53]1. (7) The product is: [C:1]([NH:4][C:5]1[CH:10]=[CH:9][C:8]([O:11][CH2:28][C@@:25]([OH:29])([CH3:26])[C:24]([NH:23][C:16]2[CH:17]=[CH:18][C:19]([N+:20]([O-:22])=[O:21])=[C:14]([CH3:13])[CH:15]=2)=[O:30])=[CH:7][C:6]=1[F:12])(=[O:3])[CH3:2]. Given the reactants [C:1]([NH:4][C:5]1[CH:10]=[CH:9][C:8]([OH:11])=[CH:7][C:6]=1[F:12])(=[O:3])[CH3:2].[CH3:13][C:14]1[CH:15]=[C:16]([NH:23][C:24](=[O:30])[C@:25]([OH:29])([CH3:28])[CH2:26]Br)[CH:17]=[CH:18][C:19]=1[N+:20]([O-:22])=[O:21], predict the reaction product.